This data is from Full USPTO retrosynthesis dataset with 1.9M reactions from patents (1976-2016). The task is: Predict the reactants needed to synthesize the given product. (1) Given the product [F:27][C:15]1[CH:16]=[C:17]([F:26])[C:18]([C:20]2[CH:25]=[N:24][CH:23]=[N:22][CH:21]=2)=[CH:19][C:14]=1[C@@:2]([NH:1][C:37]([NH:36][C:28](=[O:35])[C:29]1[CH:30]=[CH:31][CH:32]=[CH:33][CH:34]=1)=[S:38])([CH2:3][C@H:4]([C:6]1[C:7]([CH3:12])=[N:8][O:9][C:10]=1[CH3:11])[OH:5])[CH3:13], predict the reactants needed to synthesize it. The reactants are: [NH2:1][C@@:2]([C:14]1[CH:19]=[C:18]([C:20]2[CH:21]=[N:22][CH:23]=[N:24][CH:25]=2)[C:17]([F:26])=[CH:16][C:15]=1[F:27])([CH3:13])[CH2:3][C@H:4]([C:6]1[C:7]([CH3:12])=[N:8][O:9][C:10]=1[CH3:11])[OH:5].[C:28]([N:36]=[C:37]=[S:38])(=[O:35])[C:29]1[CH:34]=[CH:33][CH:32]=[CH:31][CH:30]=1. (2) Given the product [C:23]([C:25]1[C:26]([C:35]2[CH:40]=[CH:39][CH:38]=[CH:37][CH:36]=2)=[C:27]2[CH2:34][CH2:33][CH2:32][C:28]2=[N:29][C:30]=1[S:31][CH2:2][C:3]1[N:4]=[C:5]([C:8]2[CH:17]=[CH:16][C:11]([C:12]([O:14][CH3:15])=[O:13])=[CH:10][CH:9]=2)[S:6][CH:7]=1)#[N:24], predict the reactants needed to synthesize it. The reactants are: Cl[CH2:2][C:3]1[N:4]=[C:5]([C:8]2[CH:17]=[CH:16][C:11]([C:12]([O:14][CH3:15])=[O:13])=[CH:10][CH:9]=2)[S:6][CH:7]=1.C(=O)(O)[O-].[Na+].[C:23]([C:25]1[C:26]([C:35]2[CH:40]=[CH:39][CH:38]=[CH:37][CH:36]=2)=[C:27]2[CH2:34][CH2:33][CH2:32][C:28]2=[N:29][C:30]=1[S-:31])#[N:24].[Na+]. (3) Given the product [CH3:23][C:24]1[N:25]=[CH:26][C:27]([CH2:30][NH:31][C:13]([C:10]2[CH:11]=[C:12]3[C:7]([CH:6]=[N:5][N:4]3[CH:1]([CH3:2])[CH3:3])=[C:8]([C:16]3[CH:21]=[CH:20][C:19]([CH3:22])=[CH:18][N:17]=3)[CH:9]=2)=[O:15])=[N:28][CH:29]=1, predict the reactants needed to synthesize it. The reactants are: [CH:1]([N:4]1[C:12]2[C:7](=[C:8]([C:16]3[CH:21]=[CH:20][C:19]([CH3:22])=[CH:18][N:17]=3)[CH:9]=[C:10]([C:13]([OH:15])=O)[CH:11]=2)[CH:6]=[N:5]1)([CH3:3])[CH3:2].[CH3:23][C:24]1[N:25]=[CH:26][C:27]([CH2:30][NH2:31])=[N:28][CH:29]=1.CCN=C=NCCCN(C)C.C1C=CC2N(O)N=NC=2C=1.CN1CCOCC1. (4) Given the product [C:27]([C:26]1[CH:29]=[CH:30][C:23]([N:20]2[C:16](=[O:36])[C:11]3([CH2:15][CH2:14][CH2:13][CH2:12]3)[N:10]([C:7]3[CH:8]=[CH:9][C:4]([C:3]([NH:2][CH3:1])=[O:19])=[C:5]([F:18])[CH:6]=3)[C:21]2=[S:22])=[CH:24][C:25]=1[C:31]([F:32])([F:34])[F:33])#[N:28], predict the reactants needed to synthesize it. The reactants are: [CH3:1][NH:2][C:3](=[O:19])[C:4]1[CH:9]=[CH:8][C:7]([NH:10][C:11]2([C:16]#N)[CH2:15][CH2:14][CH2:13][CH2:12]2)=[CH:6][C:5]=1[F:18].[N:20]([C:23]1[CH:30]=[CH:29][C:26]([C:27]#[N:28])=[C:25]([C:31]([F:34])([F:33])[F:32])[CH:24]=1)=[C:21]=[S:22].C[OH:36].Cl. (5) Given the product [NH:11]1[CH:13]=[CH:2][C:1]([C:4]2[CH:9]=[CH:8][N:7]=[CH:6][CH:5]=2)=[N:19]1, predict the reactants needed to synthesize it. The reactants are: [C:1]([C:4]1[CH:9]=[CH:8][N:7]=[CH:6][CH:5]=1)(=O)[CH3:2].C[N:11]([CH:13](OC)OC)C.O.[NH2:19]N. (6) Given the product [C:11]([C:5]1[C:6]([NH:8][CH2:9][CH3:10])=[N:7][C:2]([NH:21][C:18]2[CH:19]=[CH:20][C:15]([S:13]([F:23])(=[O:22])=[O:14])=[CH:16][CH:17]=2)=[N:3][CH:4]=1)#[N:12], predict the reactants needed to synthesize it. The reactants are: Cl[C:2]1[N:7]=[C:6]([NH:8][CH2:9][CH3:10])[C:5]([C:11]#[N:12])=[CH:4][N:3]=1.[S:13]([F:23])(=[O:22])([C:15]1[CH:20]=[CH:19][C:18]([NH2:21])=[CH:17][CH:16]=1)=[O:14]. (7) Given the product [F:1][C:2]1[CH:10]=[C:9]2[C:5]([C:6]([C:20]3[CH:25]=[CH:24][C:23]4[N:26]=[C:29]([CH:33]=[CH2:34])[O:30][C:22]=4[CH:21]=3)=[CH:7][N:8]2[S:11]([C:14]2[CH:19]=[CH:18][CH:17]=[CH:16][CH:15]=2)(=[O:13])=[O:12])=[CH:4][CH:3]=1, predict the reactants needed to synthesize it. The reactants are: [F:1][C:2]1[CH:10]=[C:9]2[C:5]([C:6]([C:20]3[CH:21]=[C:22](N)[C:23]([NH2:26])=[CH:24][CH:25]=3)=[CH:7][N:8]2[S:11]([C:14]2[CH:19]=[CH:18][CH:17]=[CH:16][CH:15]=2)(=[O:13])=[O:12])=[CH:4][CH:3]=1.C[C:29]1(C)[C:33](C)([CH3:34])OB(C2C=CC3N=C(C=C)OC=3C=2)[O:30]1.FC1C=C2C(C(I)=CN2S(C2C=CC=CC=2)(=O)=O)=CC=1. (8) Given the product [C:10]([C:9]1[CH:12]=[CH:13][C:6]([N:5]([CH2:4][CH:1]2[CH2:2][CH2:3]2)[CH2:18][CH2:19][CH2:20][O:21][C:29]2[CH:30]=[CH:31][C:26]([NH:25][C:22](=[O:24])[CH3:23])=[CH:27][CH:28]=2)=[CH:7][C:8]=1[C:14]([F:16])([F:17])[F:15])#[N:11], predict the reactants needed to synthesize it. The reactants are: [CH:1]1([CH2:4][N:5]([CH2:18][CH2:19][CH2:20][OH:21])[C:6]2[CH:13]=[CH:12][C:9]([C:10]#[N:11])=[C:8]([C:14]([F:17])([F:16])[F:15])[CH:7]=2)[CH2:3][CH2:2]1.[C:22]([NH:25][C:26]1[CH:31]=[CH:30][C:29](O)=[CH:28][CH:27]=1)(=[O:24])[CH3:23]. (9) Given the product [S:1]([CH2:11][CH2:12][O:13][C:14](=[O:18])[C:15]([CH3:17])=[CH2:16])([C:4]1[CH:5]=[CH:6][C:7]([CH3:8])=[CH:9][CH:10]=1)(=[O:3])=[O:2].[OH:19][CH2:20][CH2:21][CH2:22][O:23][C:24](=[O:27])[CH:25]=[CH2:26].[CH3:28][O:29][C:30](=[O:34])[C:31]([CH3:33])=[CH2:32].[CH2:35]([O:39][C:40](=[O:44])[C:41]([CH3:43])=[CH2:42])[CH:36]1[O:38][CH2:37]1, predict the reactants needed to synthesize it. The reactants are: [S:1]([CH2:11][CH2:12][O:13][C:14](=[O:18])[C:15]([CH3:17])=[CH2:16])([C:4]1[CH:10]=[CH:9][C:7]([CH3:8])=[CH:6][CH:5]=1)(=[O:3])=[O:2].[OH:19][CH2:20][CH2:21][CH2:22][O:23][C:24](=[O:27])[CH:25]=[CH2:26].[CH3:28][O:29][C:30](=[O:34])[C:31]([CH3:33])=[CH2:32].[CH2:35]([O:39][C:40](=[O:44])[C:41]([CH3:43])=[CH2:42])[CH:36]1[O:38][CH2:37]1.CC(N=NC(C#N)(C)C)(C#N)C. (10) Given the product [CH2:9]([O:8][C:6](=[O:7])[C:5](=[CH:11][NH:20][C:19]1[CH:21]=[CH:22][C:23]([F:24])=[C:17]([F:16])[CH:18]=1)[C:4]([O:3][CH2:1][CH3:2])=[O:15])[CH3:10], predict the reactants needed to synthesize it. The reactants are: [CH2:1]([O:3][C:4](=[O:15])[C:5](=[CH:11]OCC)[C:6]([O:8][CH2:9][CH3:10])=[O:7])[CH3:2].[F:16][C:17]1[CH:18]=[C:19]([CH:21]=[CH:22][C:23]=1[F:24])[NH2:20].